This data is from Catalyst prediction with 721,799 reactions and 888 catalyst types from USPTO. The task is: Predict which catalyst facilitates the given reaction. (1) Reactant: [CH2:1]1[C:14]2[C:5](=[N:6][C:7]3[C:12]([C:13]=2[C:15]2[CH:20]=[CH:19][C:18]([OH:21])=[CH:17][CH:16]=2)=[CH:11][CH:10]=[CH:9][CH:8]=3)[CH2:4][CH2:3][CH2:2]1.Cl[CH2:23][CH2:24][CH2:25][N:26]1[CH2:30][CH2:29][CH2:28][CH2:27]1.C([O-])([O-])=O.[K+].[K+]. Product: [N:26]1([CH2:25][CH2:24][CH2:23][O:21][C:18]2[CH:19]=[CH:20][C:15]([C:13]3[C:12]4[C:7]([N:6]=[C:5]5[C:14]=3[CH2:1][CH2:2][CH2:3][CH2:4]5)=[CH:8][CH:9]=[CH:10][CH:11]=4)=[CH:16][CH:17]=2)[CH2:30][CH2:29][CH2:28][CH2:27]1. The catalyst class is: 37. (2) Reactant: [Cl:1][C:2]1[CH:16]=[CH:15][C:14]([Cl:17])=[CH:13][C:3]=1[CH2:4][NH:5][C:6](=[O:12])[CH:7](OC)OC.C([O-])(O)=O.[Na+]. Product: [Cl:17][C:14]1[CH:15]=[CH:16][C:2]([Cl:1])=[C:3]2[C:13]=1[CH:7]=[C:6]([OH:12])[N:5]=[CH:4]2. The catalyst class is: 65. (3) Reactant: C([Si]([O:8][CH2:9][CH2:10][CH2:11][O:12][C:13]1[C:18]([Cl:19])=[CH:17][C:16]([CH3:20])=[CH:15][C:14]=1[Cl:21])(C)C)(C)(C)C.[F-].C([N+](CCCC)(CCCC)CCCC)CCC. Product: [Cl:19][C:18]1[CH:17]=[C:16]([CH3:20])[CH:15]=[C:14]([Cl:21])[C:13]=1[O:12][CH2:11][CH2:10][CH2:9][OH:8]. The catalyst class is: 1.